From a dataset of Forward reaction prediction with 1.9M reactions from USPTO patents (1976-2016). Predict the product of the given reaction. (1) Given the reactants [F:1][C:2]([F:26])([F:25])[C:3]([C:9]1[CH:14]=[CH:13][C:12]([CH2:15][S:16]([C:19]2[CH:24]=[CH:23][CH:22]=[CH:21][CH:20]=2)(=[O:18])=[O:17])=[CH:11][CH:10]=1)([OH:8])[C:4]([F:7])([F:6])[F:5].[C:27]([Si](C)(C)[O:8][C:3]([C:9]1[CH:10]=[CH:11][C:12]([CH2:15][S:16]([C:19]2[CH:24]=[CH:23][CH:22]=[CH:21][CH:20]=2)(=[O:17])=[O:18])=[CH:13][CH:14]=1)([C:4]([F:7])([F:6])[F:5])[C:2]([F:1])([F:25])[F:26])(C)(C)[CH3:27].C(N(CC)CC)C, predict the reaction product. The product is: [F:26][C:2]([F:1])([F:25])[C:3]([C:9]1[CH:10]=[CH:11][C:12]([CH:15]([S:16]([C:19]2[CH:24]=[CH:23][CH:22]=[CH:21][CH:20]=2)(=[O:17])=[O:18])[CH3:27])=[CH:13][CH:14]=1)([OH:8])[C:4]([F:7])([F:6])[F:5]. (2) The product is: [CH2:19]([O:21][C:22]1[CH:23]=[C:24]([CH:27]=[CH:28][C:29]=1[F:30])[CH2:25][N:16]1[CH2:17][CH2:18][CH:13]([NH:12][C:4]2[O:5][C:6]3[CH:7]=[N:8][CH:9]=[CH:10][C:11]=3[N:3]=2)[CH2:14][CH2:15]1)[CH3:20]. Given the reactants Cl.Cl.[N:3]1[C:11]2[CH:10]=[CH:9][N:8]=[CH:7][C:6]=2[O:5][C:4]=1[NH:12][CH:13]1[CH2:18][CH2:17][NH:16][CH2:15][CH2:14]1.[CH2:19]([O:21][C:22]1[CH:23]=[C:24]([CH:27]=[CH:28][C:29]=1[F:30])[CH:25]=O)[CH3:20].OC1C=C(C=CC=1F)C(O)=O.ClC1C=CC(C=O)=CC=1OCC.C([BH3-])#N.[Na+].C(N(C(C)C)C(C)C)C, predict the reaction product. (3) Given the reactants [CH2:1]([O:5][C:6]([C:8]1([C:11](=[O:13])[CH3:12])[CH2:10][CH2:9]1)=[O:7])[CH2:2][CH2:3][CH3:4].C(N(CC)CC)C.FC(F)(F)S(O[Si](CC)(CC)CC)(=O)=O.[Br:36]N1C(=O)CCC1=O, predict the reaction product. The product is: [CH2:1]([O:5][C:6]([C:8]1([C:11](=[O:13])[CH2:12][Br:36])[CH2:9][CH2:10]1)=[O:7])[CH2:2][CH2:3][CH3:4]. (4) Given the reactants [CH3:1][C:2]1[CH:3]=[CH:4][C:5]([C:21]([NH:23][C:24]2[CH:25]=[C:26]([C:36]([F:39])([F:38])[F:37])[CH:27]=[C:28]([N:30]3[CH:34]=[N:33][C:32]([CH3:35])=[CH:31]3)[CH:29]=2)=[O:22])=[CH:6][C:7]=1[NH:8][C:9]1[N:10]=[CH:11][CH:12]=[C:13]([C:15]2[CH:16]=[CH:17][CH:18]=[N:19][CH:20]=2)[N:14]=1.[C:40]([OH:47])(=[O:46])/[CH:41]=[CH:42]\[C:43]([OH:45])=[O:44], predict the reaction product. The product is: [CH3:1][C:2]1[CH:3]=[CH:4][C:5]([C:21]([NH:23][C:24]2[CH:25]=[C:26]([C:36]([F:38])([F:39])[F:37])[CH:27]=[C:28]([N:30]3[CH:34]=[N:33][C:32]([CH3:35])=[CH:31]3)[CH:29]=2)=[O:22])=[CH:6][C:7]=1[NH:8][C:9]1[N:10]=[CH:11][CH:12]=[C:13]([C:15]2[CH:16]=[CH:17][CH:18]=[N:19][CH:20]=2)[N:14]=1.[C:40]([O-:47])(=[O:46])/[CH:41]=[CH:42]\[C:43]([O-:45])=[O:44]. (5) Given the reactants [C:1]1([N:7]=[C:8]=[O:9])[CH:6]=[CH:5][CH:4]=[CH:3][CH:2]=1.Cl.[CH3:11][N:12]1[CH2:17][CH2:16][N:15]([C:18]2[CH:23]=[C:22]([C:24]3[CH:33]=[C:32]4[C:27]([CH2:28][CH2:29][NH:30][CH2:31]4)=[CH:26][CH:25]=3)[N:21]=[C:20]([NH2:34])[N:19]=2)[CH2:14][CH2:13]1, predict the reaction product. The product is: [NH2:34][C:20]1[N:21]=[C:22]([C:24]2[CH:33]=[C:32]3[C:27]([CH2:28][CH2:29][N:30]([C:8]([NH:7][C:1]4[CH:6]=[CH:5][CH:4]=[CH:3][CH:2]=4)=[O:9])[CH2:31]3)=[CH:26][CH:25]=2)[CH:23]=[C:18]([N:15]2[CH2:14][CH2:13][N:12]([CH3:11])[CH2:17][CH2:16]2)[N:19]=1. (6) Given the reactants [NH2:1][C:2]1[C:3]([C:13]2[C:18]([CH3:19])=[CH:17][C:16]([CH3:20])=[CH:15][C:14]=2[CH3:21])=[C:4]2[N:9]([C:10]=1[C:11]#[N:12])[CH:8]=[CH:7][CH:6]=[CH:5]2.[C:22](OC(=O)C)(=O)[CH3:23].C(O)(=[O:31])C, predict the reaction product. The product is: [OH:31][C:11]1[C:10]2[N:9]3[C:4]([CH:5]=[CH:6][CH:7]=[CH:8]3)=[C:3]([C:13]3[C:18]([CH3:19])=[CH:17][C:16]([CH3:20])=[CH:15][C:14]=3[CH3:21])[C:2]=2[N:1]=[C:22]([CH3:23])[N:12]=1. (7) Given the reactants [NH2:1][CH:2]([C:11]1[C:16]([O:17][CH3:18])=[CH:15][CH:14]=[CH:13][C:12]=1[O:19][CH3:20])[CH2:3][CH:4]([CH3:10])[C:5]([O:7]CC)=O.[CH3:21][C:22]1[S:23][C:24]2[CH:30]=[CH:29][C:28]([CH:31]=O)=[CH:27][C:25]=2[N:26]=1, predict the reaction product. The product is: [CH3:18][O:17][C:16]1[CH:15]=[CH:14][CH:13]=[C:12]([O:19][CH3:20])[C:11]=1[CH:2]1[N:1]([CH2:31][C:28]2[CH:29]=[CH:30][C:24]3[S:23][C:22]([CH3:21])=[N:26][C:25]=3[CH:27]=2)[C:5](=[O:7])[CH:4]([CH3:10])[CH2:3]1. (8) Given the reactants Cl.[NH2:2][C@H:3]1[CH2:7][CH2:6][CH2:5][C@@H:4]1[N:8]([CH:21]1[CH2:24][CH2:23][CH2:22]1)[C:9](=[O:20])[C:10]1[C:15]([O:16][CH3:17])=[CH:14][CH:13]=[CH:12][C:11]=1[O:18][CH3:19].Cl[C:26]1[CH:31]=[CH:30][C:29]([C:32]([F:35])([F:34])[F:33])=[CH:28][N:27]=1.CCN(C(C)C)C(C)C, predict the reaction product. The product is: [CH:21]1([N:8]([C@H:4]2[CH2:5][CH2:6][CH2:7][C@@H:3]2[NH:2][C:26]2[CH:31]=[CH:30][C:29]([C:32]([F:35])([F:34])[F:33])=[CH:28][N:27]=2)[C:9](=[O:20])[C:10]2[C:11]([O:18][CH3:19])=[CH:12][CH:13]=[CH:14][C:15]=2[O:16][CH3:17])[CH2:24][CH2:23][CH2:22]1.